Task: Binary Classification. Given a miRNA mature sequence and a target amino acid sequence, predict their likelihood of interaction.. Dataset: Experimentally validated miRNA-target interactions with 360,000+ pairs, plus equal number of negative samples (1) The miRNA is hsa-miR-7154-5p with sequence UUCAUGAACUGGGUCUAGCUUGG. The protein sequence of the target gene is MNNAGHGPTRRLRGLGVLAGVALLAALWLLWLLGSAPRGTPAPQPTITILVWHWPFTDQPPELPSDTCTRYGIARCHLSANRSLLASADAVVFHHRELQTRRSHLPLAQRPRGQPWVWASMESPSHTHGLSHLRGIFNWVLSYRRDSDIFVPYGRLEPHWGPSPPLPAKSRVAAWVVSNFQERQLRARLYRQLAPHLRVDVFGRANGRPLCASCLVPTVAQYRFYLSFENSQHRDYITEKFWRNALVAGTVPVVLGPPRATYEAFVPADAFVHVDDFGSARELAAFLTGMNESRYQRFFA.... Result: 0 (no interaction). (2) The miRNA is mmu-miR-154-5p with sequence UAGGUUAUCCGUGUUGCCUUCG. The protein sequence of the target gene is MTRHGKNCTAGAVYTYHEKKKDTAASGYGTQNIRLSRDAVKDFDCCCLSLQPCHDPVVTPDGYLYEREAILEYILHQKREIARQVKAYEKQRGARREEQKELQRAAAQDQVRGFLEKEAAIVSRPLNPFMPKAATLPNTEGEQPGPSVGPVGKDKDKALPSFWIPSLTPEAKATKLEKPSRTVTCPMSGKPLRMSDLTSVRFTQLDDSVDRVGLITRSERYVCAVTRDSLSNATPCAVLRPSGAVVTLECVEKLIRKDMVDPVNGDTLTERDIIVLQRGGTGFAGSGVKLQAEMSRPVMQ.... Result: 0 (no interaction). (3) The miRNA is hsa-miR-3124-5p with sequence UUCGCGGGCGAAGGCAAAGUC. The protein sequence of the target gene is MASQVLVYPPYVYQTQSSAFCSVKKLKVEPSGCVFQERTYPQIHVNGRNFGNSHPSTKGSAFQTKIPFTKPRGHSFSLQAGAIVVKDTAGATKVLAAQAQQAGVEAPRAVVWRNRLHFLEGPQRCGLKRKSEELENHSGAMQIVDELSILPAMLQTNMGNPVTVVTATTGSKQNCTSGEGDYQLVQHEVLCSMKNTYEVLDFLGRGTFGQVVKCWKRGTNEIVAIKILKNHPSYARQGQIEVSILARLSTENADEYNFVRAYECFQHRNHTCLVFEMLEQNLYDFLKQNKFSPLPLKVIR.... Result: 0 (no interaction). (4) The miRNA is mmu-miR-34b-5p with sequence AGGCAGUGUAAUUAGCUGAUUGU. The protein sequence of the target gene is MRKRQQSQNEGTQAVSQAPGNQRPNNTCCFCWCCCCSCSCLTVRNEERGDSSGRSPHTTKMESIQVLEECQNPTADEVLSWSQNFDKMMKTPAGRNLFREFLRTEYSEENLLFWLACEDLKKEQNKKAVEEKARMIYEDYISILSPKEVSLDSRVREVINRSLLDPSPHMYEDAQLQIYTLMHRDSFPRFLNSQIYKAFVESTTSCTSES. Result: 1 (interaction). (5) The miRNA is hsa-miR-1279 with sequence UCAUAUUGCUUCUUUCU. The protein sequence of the target gene is MRPLDAVELAEPEEVEVLEPEEDFEQFLLPVIHEMREDIASLTRERGRAPARNRGKLWEMDNMLIQIKTQVEASEESALNHLQGAGGAEPRGPRAEKADEKAQEMAKMAEMLVQLVRRIEKSESS. Result: 0 (no interaction). (6) Result: 0 (no interaction). The protein sequence of the target gene is MVLDAVLARGRTVCKHNGLLILSVLSVIVGCLLGFFLRTQRLSPQEISYFQFPGELLMRMLKMLILPLVVSSLMSGLASLDAKTSSRLGILTVAYYLWTTFLAVVVGIIMVSIIHPGGAAQKETTEQSGKPVMSSADALLDLVRNMFPANLVEATFKQYRTKTTPVIKSPRGAAEEAPRRIVIYGVQEDNGSRVQNFALDLTPPPEIVYKSEPGTSDGMNVLGIVIFSATMGIMLGRMGDSGTPLVSFCQCLNESVMKIVAVAGWYFPFGIVFLIAGKILEMDDPKAVGKKLGFYAVTVV.... The miRNA is cel-lsy-6-3p with sequence UUUUGUAUGAGACGCAUUUCGA. (7) The miRNA is hsa-miR-4693-5p with sequence AUACUGUGAAUUUCACUGUCACA. The protein sequence of the target gene is MGCKGDASGACAAGALPVTGVCYKMGVLVVLTVLWLFSSVKADSKAITTSLTTKWFSTPLLLEASEFLAEDSQEKFWNFVEASQNIGSSDHDGTDYSYYHAILEAAFQFLSPLQQNLFKFCLSLRSYSATIQAFQQIAADEPPPEGCNSFFSVHGKKTCESDTLEALLLTASERPKPLLFKGDHRYPSSNPESPVVIFYSEIGSEEFSNFHRQLISKSNAGKINYVFRHYIFNPRKEPVYLSGYGVELAIKSTEYKAKDDTQVKGTEVNTTVIGENDPIDEVQGFLFGKLRDLHPDLEGQ.... Result: 0 (no interaction).